This data is from Tyrosyl-DNA phosphodiesterase HTS with 341,365 compounds. The task is: Binary Classification. Given a drug SMILES string, predict its activity (active/inactive) in a high-throughput screening assay against a specified biological target. (1) The compound is Brc1ccc(OCCOc2c(NC(=O)C)cccc2)cc1. The result is 0 (inactive). (2) The molecule is O(CN1C(=O)c2c(C1=O)cccc2)C(=O)CNC(=O)c1occc1. The result is 0 (inactive). (3) The drug is S1C(CC(=O)c2[nH]c3c(c12)cccc3C)(C)C. The result is 0 (inactive). (4) The molecule is P(OCC)(OCC)(=O)C(N1CCOCC1)CC. The result is 0 (inactive). (5) The result is 0 (inactive). The compound is S=C1N(C2(N=C1c1ccc(F)cc1)CCN(CC2)CC)C(=O)c1ccc(cc1)C.